This data is from Reaction yield outcomes from USPTO patents with 853,638 reactions. The task is: Predict the reaction yield, written as a fraction of the theoretical maximum amount of product (1.0 means a 100% yield; for example, 0.34 means a 34% yield). (1) The reactants are [CH3:1][N:2]1[CH2:6][CH2:5][CH2:4][C@H:3]1[C:7]1[CH:8]=[C:9]([O:13][CH2:14][CH2:15][NH2:16])[CH:10]=[N:11][CH:12]=1.[C:17]([O:21][C:22]([C@H]1CC[C@H](C(O)=O)CC1)=[O:23])([CH3:20])([CH3:19])[CH3:18].C(P1(=O)OP(CCC)(=O)OP(C[CH2:48][CH3:49])(=O)O1)CC.CC[N:53](CC)CC.[CH3:58][CH:59]1[CH2:63][CH2:62][CH2:61][O:60]1. No catalyst specified. The product is [CH3:1][N:2]1[CH2:6][CH2:5][CH2:4][C@H:3]1[C:7]1[CH:8]=[C:9]([O:13][CH2:14][CH2:15][NH:16][C:61]([C@H:62]2[CH2:49][CH2:48][C@H:58]([NH:53][C:22](=[O:23])[O:21][C:17]([CH3:18])([CH3:19])[CH3:20])[CH2:59][CH2:63]2)=[O:60])[CH:10]=[N:11][CH:12]=1. The yield is 0.350. (2) The reactants are [CH3:1][O:2][C:3]([C:5]1[C:10]([Br:11])=[CH:9][N:8]=[C:7](SC)[N:6]=1)=[O:4].ClC1C=CC=C(C(OO)=O)C=1.Cl.CN.C[CH2:29][N:30](C(C)C)C(C)C. The catalyst is C(Cl)Cl.C1COCC1. The product is [Br:11][C:10]1[C:5]([C:3]([O:2][CH3:1])=[O:4])=[N:6][C:7]([NH:30][CH3:29])=[N:8][CH:9]=1. The yield is 0.750.